This data is from Forward reaction prediction with 1.9M reactions from USPTO patents (1976-2016). The task is: Predict the product of the given reaction. Given the reactants P([NH2:4])([O-])[O-].O1CCCC1.[C:10]([CH2:12][CH2:13][PH:14]([O:25][CH:26](CCCCC)[CH2:27][CH:28](N)[OH:29])([N:16]([NH:21][CH:22]([CH3:24])[CH3:23])[NH:17][CH:18]([CH3:20])[CH3:19])[OH:15])#[N:11], predict the reaction product. The product is: [C:10]([CH2:12][CH2:13][PH:14]([O:25][CH2:26][C@@H:27]([CH2:28][OH:29])[NH2:4])([N:16]([NH:21][CH:22]([CH3:24])[CH3:23])[NH:17][CH:18]([CH3:20])[CH3:19])[OH:15])#[N:11].